Dataset: Reaction yield outcomes from USPTO patents with 853,638 reactions. Task: Predict the reaction yield, written as a fraction of the theoretical maximum amount of product (1.0 means a 100% yield; for example, 0.34 means a 34% yield). (1) The reactants are [Br:1][C:2]1[N:3]=[C:4]([C:9]#[C:10][Si](C)(C)C)[C:5]([NH2:8])=[N:6][CH:7]=1.[H-].[Na+].[C:17]1([CH3:27])[CH:22]=[CH:21][C:20]([S:23](Cl)(=[O:25])=[O:24])=[CH:19][CH:18]=1. The catalyst is CN(C=O)C. The product is [Br:1][C:2]1[N:3]=[C:4]2[CH:9]=[CH:10][N:8]([S:23]([C:20]3[CH:21]=[CH:22][C:17]([CH3:27])=[CH:18][CH:19]=3)(=[O:25])=[O:24])[C:5]2=[N:6][CH:7]=1. The yield is 0.520. (2) The catalyst is O1CCCC1. The product is [N:1]1([C:7]2[CH:12]=[CH:11][C:10]([NH:13][C:14]([C:16]3[CH:25]=[C:24]([N:31]([CH3:32])[CH3:30])[C:23]4[C:18](=[C:19]([Br:29])[CH:20]=[C:21]([O:27][CH3:28])[CH:22]=4)[N:17]=3)=[O:15])=[CH:9][CH:8]=2)[CH2:6][CH2:5][O:4][CH2:3][CH2:2]1. The reactants are [N:1]1([C:7]2[CH:12]=[CH:11][C:10]([NH:13][C:14]([C:16]3[CH:25]=[C:24](Cl)[C:23]4[C:18](=[C:19]([Br:29])[CH:20]=[C:21]([O:27][CH3:28])[CH:22]=4)[N:17]=3)=[O:15])=[CH:9][CH:8]=2)[CH2:6][CH2:5][O:4][CH2:3][CH2:2]1.[CH3:30][NH:31][CH3:32]. The yield is 0.920. (3) The reactants are [CH3:1][O:2][C:3](=[O:22])[CH:4]([C:11]1[CH:16]=[CH:15][C:14]([S:17]([CH3:20])(=[O:19])=[O:18])=[C:13](Br)[CH:12]=1)[CH2:5][CH:6]1[CH2:10][CH2:9][CH2:8][CH2:7]1.[Cu][C:24]#[N:25]. The catalyst is CN(C)C=O. The product is [CH3:1][O:2][C:3](=[O:22])[CH:4]([C:11]1[CH:16]=[CH:15][C:14]([S:17]([CH3:20])(=[O:19])=[O:18])=[C:13]([C:24]#[N:25])[CH:12]=1)[CH2:5][CH:6]1[CH2:10][CH2:9][CH2:8][CH2:7]1. The yield is 0.760. (4) The reactants are O1CCCCC1[O:7][CH2:8][C:9]1[CH:13]=[C:12]([C:14]2[CH:19]=[C:18]([C:20]([F:23])([F:22])[F:21])[CH:17]=[C:16]([C:24]([F:27])([F:26])[F:25])[CH:15]=2)[O:11][N:10]=1.C(O)(C(F)(F)F)=O. The catalyst is C(Cl)Cl. The product is [F:27][C:24]([F:25])([F:26])[C:16]1[CH:15]=[C:14]([C:12]2[O:11][N:10]=[C:9]([CH2:8][OH:7])[CH:13]=2)[CH:19]=[C:18]([C:20]([F:21])([F:22])[F:23])[CH:17]=1. The yield is 0.690. (5) The reactants are Cl[C:2]1[C:19]([N+:20]([O-:22])=[O:21])=[CH:18][C:17]([N+:23]([O-:25])=[O:24])=[CH:16][C:3]=1[C:4]([NH:6][CH2:7][CH2:8][O:9][CH:10]1[CH2:15][CH2:14][CH2:13][CH2:12][O:11]1)=[O:5].[Li+].[Br-:27].[N:28]1([CH2:31][CH2:32][OH:33])[CH2:30][CH2:29]1.O. The catalyst is CC(C)C(=O)C. The product is [Br:27][CH2:30][CH2:29][N:28]([CH2:31][CH2:32][OH:33])[C:2]1[C:19]([N+:20]([O-:22])=[O:21])=[CH:18][C:17]([N+:23]([O-:25])=[O:24])=[CH:16][C:3]=1[C:4]([NH:6][CH2:7][CH2:8][O:9][CH:10]1[CH2:15][CH2:14][CH2:13][CH2:12][O:11]1)=[O:5]. The yield is 0.900. (6) The reactants are [N:1]1[CH:6]=[CH:5][CH:4]=[C:3]([CH2:7][CH:8](C(C(OCC)=O)C(OCC)=O)[CH3:9])[CH:2]=1.[C:21](=[O:24])(O)[O-:22].[Na+]. The catalyst is Cl. The product is [N:1]1[CH:6]=[CH:5][CH:4]=[C:3]([CH2:7][CH:8]([CH3:9])[C:21]([OH:22])=[O:24])[CH:2]=1. The yield is 0.464.